This data is from Forward reaction prediction with 1.9M reactions from USPTO patents (1976-2016). The task is: Predict the product of the given reaction. Given the reactants [OH:1][C:2]1[CH:7]=[CH:6][C:5](/[CH:8]=[CH:9]/[C:10]([C:12]2[CH:32]=[CH:31][C:15]([O:16][CH2:17][CH:18]3[CH2:23][CH2:22][N:21](C(OC(C)(C)C)=O)[CH2:20][CH2:19]3)=[CH:14][C:13]=2[CH3:33])=O)=[CH:4][C:3]=1[CH3:34].Cl.[NH2:36][C:37]([NH2:39])=[O:38], predict the reaction product. The product is: [OH:1][C:2]1[CH:7]=[CH:6][C:5]([C:8]2[CH:9]=[C:10]([C:12]3[CH:32]=[CH:31][C:15]([O:16][CH2:17][CH:18]4[CH2:19][CH2:20][NH:21][CH2:22][CH2:23]4)=[CH:14][C:13]=3[CH3:33])[NH:39][C:37](=[O:38])[N:36]=2)=[CH:4][C:3]=1[CH3:34].